Dataset: Full USPTO retrosynthesis dataset with 1.9M reactions from patents (1976-2016). Task: Predict the reactants needed to synthesize the given product. The reactants are: [CH3:1][C:2]1[N:6]([CH2:7][C:8]2[C:17]3[C:12](=[CH:13][CH:14]=[CH:15][CH:16]=3)[CH:11]=[CH:10][CH:9]=2)[C:5]2[CH:18]=[C:19]([N:25]3[CH2:30][CH2:29][O:28][CH2:27][CH2:26]3)[CH:20]=[C:21]([C:22]([OH:24])=O)[C:4]=2[N:3]=1.C[N:32](C=O)C.C(Cl)(=O)C(Cl)=O. Given the product [CH3:1][C:2]1[N:6]([CH2:7][C:8]2[C:17]3[C:12](=[CH:13][CH:14]=[CH:15][CH:16]=3)[CH:11]=[CH:10][CH:9]=2)[C:5]2[CH:18]=[C:19]([N:25]3[CH2:30][CH2:29][O:28][CH2:27][CH2:26]3)[CH:20]=[C:21]([C:22]([NH2:32])=[O:24])[C:4]=2[N:3]=1, predict the reactants needed to synthesize it.